This data is from Full USPTO retrosynthesis dataset with 1.9M reactions from patents (1976-2016). The task is: Predict the reactants needed to synthesize the given product. (1) Given the product [ClH:31].[CH:1]1([CH2:4][NH:5][C@@H:13]2[CH2:15][C@H:14]2[C:16]2[CH:21]=[CH:20][C:19]([NH:22][C:23]([C:25]3[CH:26]=[N:27][N:28]([CH3:30])[CH:29]=3)=[O:24])=[CH:18][CH:17]=2)[CH2:3][CH2:2]1, predict the reactants needed to synthesize it. The reactants are: [CH:1]1([CH2:4][N:5]([C@@H:13]2[CH2:15][C@H:14]2[C:16]2[CH:21]=[CH:20][C:19]([NH:22][C:23]([C:25]3[CH:26]=[N:27][N:28]([CH3:30])[CH:29]=3)=[O:24])=[CH:18][CH:17]=2)C(=O)OC(C)(C)C)[CH2:3][CH2:2]1.[ClH:31].COC1CCCC1. (2) Given the product [CH3:29][C:28]([CH3:30])([CH3:31])[CH2:27][N:26]1[C:19]2[N:20]=[C:21]([C:24]#[N:25])[N:22]=[CH:23][C:18]=2[CH:17]=[C:16]1[CH2:15][C:14]1[CH:13]=[CH:12][C:11]([CH2:10][N:6]2[CH2:7][CH2:8][N:3]([CH2:1][CH3:2])[CH2:4][CH2:5]2)=[CH:33][CH:32]=1, predict the reactants needed to synthesize it. The reactants are: [CH2:1]([N:3]1[CH2:8][CH2:7][NH:6][CH2:5][CH2:4]1)[CH3:2].Br[CH2:10][C:11]1[CH:33]=[CH:32][C:14]([CH2:15][C:16]2[N:26]([CH2:27][C:28]([CH3:31])([CH3:30])[CH3:29])[C:19]3[N:20]=[C:21]([C:24]#[N:25])[N:22]=[CH:23][C:18]=3[CH:17]=2)=[CH:13][CH:12]=1.C(Cl)Cl.CO. (3) Given the product [N+:10]([C:13]1[CH:20]=[CH:19][C:18]([F:21])=[CH:17][C:14]=1[C:15]([C:3]1[CH:4]=[CH:5][CH:6]=[CH:7][C:2]=1[Cl:1])=[O:16])([O-:12])=[O:11], predict the reactants needed to synthesize it. The reactants are: [Cl:1][C:2]1[CH:7]=[CH:6][CH:5]=[CH:4][C:3]=1[Zn]I.[N+:10]([C:13]1[CH:20]=[CH:19][C:18]([F:21])=[CH:17][C:14]=1[CH:15]=[O:16])([O-:12])=[O:11].C[Si](Cl)(C)C.Cl. (4) Given the product [F:41][C:2]([CH3:30])([CH3:29])[CH2:3][N:4]1[CH2:9][CH2:8][CH:7]([CH2:10][O:11][C:12]2[CH:17]=[CH:16][C:15]([C:18]3[CH:28]=[CH:27][C:21]4[S:22](=[O:26])(=[O:25])[CH2:23][CH2:24][C:20]=4[CH:19]=3)=[CH:14][CH:13]=2)[CH2:6][CH2:5]1, predict the reactants needed to synthesize it. The reactants are: O[C:2]([CH3:30])([CH3:29])[CH2:3][N:4]1[CH2:9][CH2:8][CH:7]([CH2:10][O:11][C:12]2[CH:17]=[CH:16][C:15]([C:18]3[CH:28]=[CH:27][C:21]4[S:22](=[O:26])(=[O:25])[CH2:23][CH2:24][C:20]=4[CH:19]=3)=[CH:14][CH:13]=2)[CH2:6][CH2:5]1.COCCN(S(F)(F)[F:41])CCOC.C([O-])(O)=O.[Na+]. (5) Given the product [CH:1]([N:4]1[CH2:9][CH2:8][CH:7]([N:10]2[CH2:15][CH2:14][CH2:13][C@H:12]([NH:16][S:17]([CH2:20][CH2:21][C:22]3[S:23][CH:24]=[CH:25][CH:26]=3)(=[O:19])=[O:18])[C:11]2=[O:28])[CH2:6][CH2:5]1)([CH3:3])[CH3:2], predict the reactants needed to synthesize it. The reactants are: [CH:1]([N:4]1[CH2:9][CH2:8][CH:7]([N:10]2[CH2:15][CH2:14][CH2:13][C@H:12]([NH:16][S:17]([CH:20]=[CH:21][C:22]3[S:23][C:24](Cl)=[CH:25][CH:26]=3)(=[O:19])=[O:18])[C:11]2=[O:28])[CH2:6][CH2:5]1)([CH3:3])[CH3:2]. (6) The reactants are: [C:1]([O:7][CH2:8][CH3:9])(=[O:6])[CH2:2][C:3]([O-:5])=O.[K+].ON1C2C=CC=CC=2N=N1.Cl.CN(C)CCCN=C=NCC.[Cl:33][C:34]1[CH:40]=[CH:39][C:37]([NH2:38])=[CH:36][CH:35]=1. Given the product [Cl:33][C:34]1[CH:40]=[CH:39][C:37]([NH:38][C:3](=[O:5])[CH2:2][C:1]([O:7][CH2:8][CH3:9])=[O:6])=[CH:36][CH:35]=1, predict the reactants needed to synthesize it.